From a dataset of Full USPTO retrosynthesis dataset with 1.9M reactions from patents (1976-2016). Predict the reactants needed to synthesize the given product. (1) Given the product [CH2:1]([N:3]1[C:11]2[C:6](=[CH:7][CH:8]=[C:9]([O:12][CH3:13])[CH:10]=2)[C:5]([C:14]#[N:15])=[C:4]1[C:25]#[C:24][C:21]1[CH:22]=[CH:23][C:18]([F:17])=[CH:19][CH:20]=1)[CH3:2], predict the reactants needed to synthesize it. The reactants are: [CH2:1]([N:3]1[C:11]2[C:6](=[CH:7][CH:8]=[C:9]([O:12][CH3:13])[CH:10]=2)[C:5]([C:14]#[N:15])=[C:4]1I)[CH3:2].[F:17][C:18]1[CH:23]=[CH:22][C:21]([C:24]#[CH:25])=[CH:20][CH:19]=1.CN(C=O)C.CCN(CC)CC. (2) Given the product [C:1]([C:5]1[C:6]([NH2:17])=[C:7]([OH:16])[C:8]([OH:15])=[C:9]([C:11]([CH3:14])([CH3:13])[CH3:12])[CH:10]=1)([CH3:4])([CH3:2])[CH3:3], predict the reactants needed to synthesize it. The reactants are: [C:1]([C:5]1[C:6]([N+:17]([O-])=O)=[C:7]([OH:16])[C:8]([OH:15])=[C:9]([C:11]([CH3:14])([CH3:13])[CH3:12])[CH:10]=1)([CH3:4])([CH3:3])[CH3:2]. (3) Given the product [ClH:27].[NH2:7][CH2:8][C:9]([C:11]1[S:15][C:14]2[CH:16]=[CH:17][CH:18]=[CH:19][C:13]=2[CH:12]=1)=[O:10], predict the reactants needed to synthesize it. The reactants are: C(OC(=O)[NH:7][CH2:8][C:9]([C:11]1[S:15][C:14]2[CH:16]=[CH:17][CH:18]=[CH:19][C:13]=2[CH:12]=1)=[O:10])(C)(C)C.CCOC(C)=O.[ClH:27]. (4) Given the product [CH3:8][N:9]([CH3:13])[CH2:10][CH2:11][O:12][C:15]1[N:20]=[CH:19][C:18]([N:21]2[C:25]3[N:26]=[C:27]([N:55]4[CH2:60][CH2:59][O:58][CH2:57][CH2:56]4)[N:28]=[C:29]([C:30]4[CH:31]=[N:32][C:33]([N:36]([CH2:46][C:47]5[CH:52]=[CH:51][C:50]([O:53][CH3:54])=[CH:49][CH:48]=5)[CH2:37][C:38]5[CH:39]=[CH:40][C:41]([O:44][CH3:45])=[CH:42][CH:43]=5)=[N:34][CH:35]=4)[C:24]=3[CH2:23][CH2:22]2)=[CH:17][CH:16]=1, predict the reactants needed to synthesize it. The reactants are: C1(C)C=CC=CC=1.[CH3:8][N:9]([CH3:13])[CH2:10][CH2:11][OH:12].Cl[C:15]1[N:20]=[CH:19][C:18]([N:21]2[C:25]3[N:26]=[C:27]([N:55]4[CH2:60][CH2:59][O:58][CH2:57][CH2:56]4)[N:28]=[C:29]([C:30]4[CH:31]=[N:32][C:33]([N:36]([CH2:46][C:47]5[CH:52]=[CH:51][C:50]([O:53][CH3:54])=[CH:49][CH:48]=5)[CH2:37][C:38]5[CH:43]=[CH:42][C:41]([O:44][CH3:45])=[CH:40][CH:39]=5)=[N:34][CH:35]=4)[C:24]=3[CH2:23][CH2:22]2)=[CH:17][CH:16]=1.[H-].[Na+]. (5) Given the product [ClH:18].[CH3:16][C:7]1([CH3:17])[NH:8][C@H:4]([C:1]([NH2:2])=[O:3])[CH2:5][CH2:6]1, predict the reactants needed to synthesize it. The reactants are: [C:1]([C@H:4]1[N:8](C(OC(C)(C)C)=O)[C:7]([CH3:17])([CH3:16])[CH2:6][CH2:5]1)(=[O:3])[NH2:2].[ClH:18]. (6) Given the product [CH3:3][C:4]([CH3:33])([CH3:32])[CH:5]([C:20]1[CH:25]=[CH:24][C:23]([C:26]2[O:30][C:29](=[O:31])[N:28]([CH3:35])[N:27]=2)=[CH:22][CH:21]=1)[C:6]1[CH:7]=[CH:8][C:9]([O:12][CH2:13][C:14]2[CH:19]=[CH:18][CH:17]=[CH:16][N:15]=2)=[CH:10][CH:11]=1, predict the reactants needed to synthesize it. The reactants are: [H-].[Na+].[CH3:3][C:4]([CH3:33])([CH3:32])[CH:5]([C:20]1[CH:25]=[CH:24][C:23]([C:26]2[O:30][C:29](=[O:31])[NH:28][N:27]=2)=[CH:22][CH:21]=1)[C:6]1[CH:11]=[CH:10][C:9]([O:12][CH2:13][C:14]2[CH:19]=[CH:18][CH:17]=[CH:16][N:15]=2)=[CH:8][CH:7]=1.I[CH3:35]. (7) The reactants are: [N:1]1[CH:6]=[CH:5][CH:4]=[C:3]([CH:7]([C:9]2[CH:10]=[N:11][CH:12]=[CH:13][CH:14]=2)[OH:8])[CH:2]=1.C(Cl)Cl.C(#N)C.C[N+]1([O-])CCOCC1. Given the product [N:1]1[CH:6]=[CH:5][CH:4]=[C:3]([C:7]([C:9]2[CH:10]=[N:11][CH:12]=[CH:13][CH:14]=2)=[O:8])[CH:2]=1, predict the reactants needed to synthesize it. (8) Given the product [OH:1][C:2]1[C:11]([CH2:12][O:13][CH2:28][CH2:27][O:26][CH3:25])=[C:10]2[C:5]([C:6](=[O:24])[N:7]([C:17]3[CH:18]=[CH:19][C:20]([CH3:23])=[CH:21][CH:22]=3)[C:8]([CH:14]([CH3:16])[CH3:15])=[N:9]2)=[CH:4][CH:3]=1, predict the reactants needed to synthesize it. The reactants are: [OH:1][C:2]1[C:11]([CH2:12][OH:13])=[C:10]2[C:5]([C:6](=[O:24])[N:7]([C:17]3[CH:22]=[CH:21][C:20]([CH3:23])=[CH:19][CH:18]=3)[C:8]([CH:14]([CH3:16])[CH3:15])=[N:9]2)=[CH:4][CH:3]=1.[CH3:25][O:26][CH2:27][CH2:28]O.